Dataset: Full USPTO retrosynthesis dataset with 1.9M reactions from patents (1976-2016). Task: Predict the reactants needed to synthesize the given product. (1) Given the product [Cl:17][C:13]1[CH:12]=[C:11]([C:8]2[N:6]3[N:7]=[C:2]([NH:24][C@H:21]4[CH2:22][CH2:23][C@H:18]([NH2:25])[CH2:19][CH2:20]4)[CH:3]=[CH:4][C:5]3=[N:10][CH:9]=2)[CH:16]=[CH:15][CH:14]=1, predict the reactants needed to synthesize it. The reactants are: Cl[C:2]1[CH:3]=[CH:4][C:5]2[N:6]([C:8]([C:11]3[CH:16]=[CH:15][CH:14]=[C:13]([Cl:17])[CH:12]=3)=[CH:9][N:10]=2)[N:7]=1.[C@H:18]1([NH2:25])[CH2:23][CH2:22][C@H:21]([NH2:24])[CH2:20][CH2:19]1.C(O[Na])(C)(C)C.C1C=CC(P(C2C(C3C(P(C4C=CC=CC=4)C4C=CC=CC=4)=CC=C4C=3C=CC=C4)=C3C(C=CC=C3)=CC=2)C2C=CC=CC=2)=CC=1.N#N. (2) The reactants are: [CH:1]1([C:4](Cl)=[O:5])[CH2:3][CH2:2]1.[NH2:7][C:8]1[CH:17]=[C:16]2[C:11]([CH:12]=[CH:13][N:14]([C:19]3[CH:20]=[N:21][CH:22]=[CH:23][C:24]=3[CH3:25])[C:15]2=[O:18])=[CH:10][CH:9]=1.C(OC(=O)C)C. Given the product [CH3:25][C:24]1[CH:23]=[CH:22][N:21]=[CH:20][C:19]=1[N:14]1[CH:13]=[CH:12][C:11]2[C:16](=[CH:17][C:8]([NH:7][C:4]([CH:1]3[CH2:3][CH2:2]3)=[O:5])=[CH:9][CH:10]=2)[C:15]1=[O:18], predict the reactants needed to synthesize it. (3) Given the product [CH3:24][CH:25]1[CH2:30][CH2:29][CH2:28][CH2:27][N:26]1[CH2:31][CH2:32][NH:33][C:18]([C:12]1[CH:11]=[C:10]2[C:15]([C:16](=[O:17])[N:7]([CH2:6][C:5]3[CH:22]=[CH:23][C:2]([Cl:1])=[CH:3][CH:4]=3)[C:8](=[O:21])[NH:9]2)=[CH:14][CH:13]=1)=[O:20], predict the reactants needed to synthesize it. The reactants are: [Cl:1][C:2]1[CH:23]=[CH:22][C:5]([CH2:6][N:7]2[C:16](=[O:17])[C:15]3[C:10](=[CH:11][C:12]([C:18]([OH:20])=O)=[CH:13][CH:14]=3)[NH:9][C:8]2=[O:21])=[CH:4][CH:3]=1.[CH3:24][CH:25]1[CH2:30][CH2:29][CH2:28][CH2:27][N:26]1[CH2:31][CH2:32][NH2:33]. (4) Given the product [O:7]=[C:1]([C:2]1[O:6][C:5]([CH:4]=[CH:3][C:2](=[O:6])[CH3:1])=[CH:4][CH:3]=1)[CH2:9][CH2:10][C:11]([OH:13])=[O:12].[O:7]=[C:1]([C:2]1[O:6][C:5]([CH2:4][CH2:3][C:2](=[O:6])[CH3:1])=[CH:4][CH:3]=1)[CH2:9][CH2:10][C:11]([OH:13])=[O:12], predict the reactants needed to synthesize it. The reactants are: [CH:1](=[O:7])[C:2]1[O:6][CH:5]=[CH:4][CH:3]=1.C1(=O)[O:13][C:11](=[O:12])[CH2:10][CH2:9]1. (5) Given the product [F:42][CH2:5][C:3]([CH2:2][F:1])([OH:4])[CH2:6][O:7][C@H:8]1[CH2:13][CH2:12][C@H:11]([N:14]2[C:19](=[O:20])[C:18]([CH2:21][C:22]3[CH:27]=[CH:26][C:25]([C:28]4[C:29]([C:34]#[N:35])=[CH:30][CH:31]=[CH:32][CH:33]=4)=[CH:24][CH:23]=3)=[C:17]([CH2:36][CH2:37][CH3:38])[N:16]3[N:39]=[CH:40][N:41]=[C:15]23)[CH2:10][CH2:9]1, predict the reactants needed to synthesize it. The reactants are: [F:1][CH2:2][C:3]1([CH2:6][O:7][C@H:8]2[CH2:13][CH2:12][C@H:11]([N:14]3[C:19](=[O:20])[C:18]([CH2:21][C:22]4[CH:27]=[CH:26][C:25]([C:28]5[C:29]([C:34]#[N:35])=[CH:30][CH:31]=[CH:32][CH:33]=5)=[CH:24][CH:23]=4)=[C:17]([CH2:36][CH2:37][CH3:38])[N:16]4[N:39]=[CH:40][N:41]=[C:15]34)[CH2:10][CH2:9]2)[CH2:5][O:4]1.[FH:42].[K].CCCC[N+](CCCC)(CCCC)CCCC.F.F.[F-]. (6) Given the product [Br:17][C:7]1[C:2]([Cl:1])=[N:3][CH:4]=[CH:5][C:6]=1[NH2:8].[Br:17][C:5]1[C:6]([NH2:8])=[CH:7][C:2]([Cl:1])=[N:3][CH:4]=1, predict the reactants needed to synthesize it. The reactants are: [Cl:1][C:2]1[CH:7]=[C:6]([NH2:8])[CH:5]=[CH:4][N:3]=1.ClC1(N)C=CN=CC1.[Br:17]N1C(=O)CCC1=O. (7) Given the product [Cl:26][CH2:23][C:6]1[C:5]2[O:11][CH:2]([CH2:3][O:17][CH3:16])[CH2:1][C:4]=2[CH:9]=[C:8]([F:10])[CH:7]=1.[F:10][C:8]1[CH:7]=[CH:6][C:5]2[O:11][CH:2]([CH2:3][OH:17])[CH2:1][C:4]=2[CH:9]=1, predict the reactants needed to synthesize it. The reactants are: [CH2:1]([C:4]1[CH:9]=[C:8]([F:10])[CH:7]=[CH:6][C:5]=1[OH:11])[CH:2]=[CH2:3].ClC1C=C(C=CC=1)[C:16](OO)=[O:17].[CH:23]([Cl:26])(Cl)Cl. (8) Given the product [C:7]([C:6]1[C:2]([NH:32][CH2:31][C:30]2[CH:33]=[CH:34][C:35]([O:37][CH3:38])=[CH:36][C:29]=2[O:28][CH3:27])=[N:3][S:4][C:5]=1[C:9]1[CH:14]=[CH:13][C:12]([NH:15][C:16]([NH:18][C:19]2[CH:24]=[C:23]([CH3:25])[CH:22]=[CH:21][C:20]=2[F:26])=[O:17])=[CH:11][CH:10]=1)#[N:8], predict the reactants needed to synthesize it. The reactants are: Cl[C:2]1[C:6]([C:7]#[N:8])=[C:5]([C:9]2[CH:14]=[CH:13][C:12]([NH:15][C:16]([NH:18][C:19]3[CH:24]=[C:23]([CH3:25])[CH:22]=[CH:21][C:20]=3[F:26])=[O:17])=[CH:11][CH:10]=2)[S:4][N:3]=1.[CH3:27][O:28][C:29]1[CH:36]=[C:35]([O:37][CH3:38])[CH:34]=[CH:33][C:30]=1[CH2:31][NH2:32]. (9) Given the product [CH2:16]([N:23]([CH2:24][CH2:25][OH:26])[C:10](=[O:12])[C@H:9]([NH:8][C:6](=[O:7])[O:5][C:1]([CH3:2])([CH3:3])[CH3:4])[CH:13]([CH3:15])[CH3:14])[C:17]1[CH:22]=[CH:21][CH:20]=[CH:19][CH:18]=1, predict the reactants needed to synthesize it. The reactants are: [C:1]([O:5][C:6]([NH:8][C@H:9]([CH:13]([CH3:15])[CH3:14])[C:10]([OH:12])=O)=[O:7])([CH3:4])([CH3:3])[CH3:2].[CH2:16]([NH:23][CH2:24][CH2:25][OH:26])[C:17]1[CH:22]=[CH:21][CH:20]=[CH:19][CH:18]=1.CN(C(ON1N=NC2C=CC=NC1=2)=[N+](C)C)C.F[P-](F)(F)(F)(F)F.CCN(CC)CC.